This data is from Reaction yield outcomes from USPTO patents with 853,638 reactions. The task is: Predict the reaction yield, written as a fraction of the theoretical maximum amount of product (1.0 means a 100% yield; for example, 0.34 means a 34% yield). (1) The reactants are [CH3:1][C:2]([CH3:16])([CH2:8][O:9][CH:10]1[CH2:15][CH2:14][CH2:13][CH2:12][O:11]1)[C:3](=O)[CH2:4][C:5]#[N:6].[OH-:17].[Na+].S(O)(O)(=O)=O.[NH2:24]O. The catalyst is O. The product is [CH3:1][C:2]([C:3]1[CH:4]=[C:5]([NH2:6])[O:17][N:24]=1)([CH3:16])[CH2:8][O:9][CH:10]1[CH2:15][CH2:14][CH2:13][CH2:12][O:11]1. The yield is 0.600. (2) The reactants are Br[C:2]1[CH:7]=[C:6]([O:8][CH3:9])[CH:5]=[C:4]([Br:10])[CH:3]=1.[C:11]([OH:15])(=[O:14])[CH:12]=[CH2:13].C1(P(C2C=CC=CC=2)C2C=CC=CC=2)C=CC=CC=1.C(N(CC)CC)C.C(=O)([O-])[O-].[Na+].[Na+]. The yield is 0.320. The product is [Br:10][C:4]1[CH:3]=[C:2](/[CH:13]=[CH:12]/[C:11]([OH:15])=[O:14])[CH:7]=[C:6]([O:8][CH3:9])[CH:5]=1. The catalyst is C1(C)C(C)=CC=CC=1.CC([O-])=O.CC([O-])=O.[Pd+2].O. (3) The reactants are P(Cl)(Cl)([Cl:3])=O.[Br:6][C:7]1[C:8]([C:17]2[CH:22]=[CH:21][C:20]([F:23])=[CH:19][CH:18]=2)=[N:9][C:10](O)=[N:11][C:12]=1[CH:13]([CH3:15])[CH3:14]. No catalyst specified. The product is [Br:6][C:7]1[C:8]([C:17]2[CH:22]=[CH:21][C:20]([F:23])=[CH:19][CH:18]=2)=[N:9][C:10]([Cl:3])=[N:11][C:12]=1[CH:13]([CH3:15])[CH3:14]. The yield is 0.990.